Dataset: Catalyst prediction with 721,799 reactions and 888 catalyst types from USPTO. Task: Predict which catalyst facilitates the given reaction. (1) Reactant: Cl[C:2]1[N:7]=[C:6]([C@@H:8]([NH:18][C:19](=[O:36])[CH2:20][N:21]2[C:25]3[C:26]([F:31])([F:30])[C@@H:27]4[CH2:29][C@@H:28]4[C:24]=3[C:23]([C:32]([F:35])([F:34])[F:33])=[N:22]2)[CH2:9][C:10]2[CH:15]=[C:14]([F:16])[CH:13]=[C:12]([F:17])[CH:11]=2)[C:5]([C:37]2[CH:38]=[CH:39][C:40]([Cl:52])=[C:41]3[C:45]=2[N:44]([CH3:46])[N:43]=[C:42]3[NH:47][S:48]([CH3:51])(=[O:50])=[O:49])=[CH:4][CH:3]=1.[CH3:53][N:54]1[CH:58]=[C:57]([CH:59]([OH:62])[C:60]#[CH:61])[N:56]=[CH:55]1.C(NCC)C. Product: [Cl:52][C:40]1[CH:39]=[CH:38][C:37]([C:5]2[C:6]([C@@H:8]([NH:18][C:19](=[O:36])[CH2:20][N:21]3[C:25]4[C:26]([F:31])([F:30])[C@@H:27]5[CH2:29][C@@H:28]5[C:24]=4[C:23]([C:32]([F:35])([F:33])[F:34])=[N:22]3)[CH2:9][C:10]3[CH:11]=[C:12]([F:17])[CH:13]=[C:14]([F:16])[CH:15]=3)=[N:7][C:2]([C:61]#[C:60][CH:59]([OH:62])[C:57]3[N:56]=[CH:55][N:54]([CH3:53])[CH:58]=3)=[CH:3][CH:4]=2)=[C:45]2[C:41]=1[C:42]([NH:47][S:48]([CH3:51])(=[O:49])=[O:50])=[N:43][N:44]2[CH3:46]. The catalyst class is: 538. (2) Reactant: [N:1]1([CH2:6][C:7]2[O:8][C:9]3[CH:15]=[CH:14][C:13]([NH2:16])=[CH:12][C:10]=3[N:11]=2)[CH2:5][CH2:4][CH2:3][CH2:2]1.[Cl:17][C:18]1[CH:23]=[C:22]([C:24]([F:27])([F:26])[F:25])[CH:21]=[CH:20][C:19]=1[C:28]#[C:29][C:30](O)=[O:31]. Product: [N:1]1([CH2:6][C:7]2[O:8][C:9]3[CH:15]=[CH:14][C:13]([NH:16][C:30](=[O:31])[C:29]#[C:28][C:19]4[CH:20]=[CH:21][C:22]([C:24]([F:26])([F:25])[F:27])=[CH:23][C:18]=4[Cl:17])=[CH:12][C:10]=3[N:11]=2)[CH2:5][CH2:4][CH2:3][CH2:2]1. The catalyst class is: 98. (3) Product: [CH3:3][NH:4][CH2:5][CH2:6][O:7][C:9]1[CH:18]=[CH:17][CH:16]=[C:15]2[C:10]=1[C:11]([NH:19][C:20]1[CH:25]=[CH:24][C:23]([O:26][C:27]3[CH:28]=[N:29][C:30]([CH3:33])=[CH:31][CH:32]=3)=[C:22]([CH3:34])[CH:21]=1)=[N:12][CH:13]=[N:14]2. The catalyst class is: 44. Reactant: [H-].[Na+].[CH3:3][NH:4][CH2:5][CH2:6][OH:7].F[C:9]1[CH:18]=[CH:17][CH:16]=[C:15]2[C:10]=1[C:11]([NH:19][C:20]1[CH:25]=[CH:24][C:23]([O:26][C:27]3[CH:28]=[N:29][C:30]([CH3:33])=[CH:31][CH:32]=3)=[C:22]([CH3:34])[CH:21]=1)=[N:12][CH:13]=[N:14]2.C(O)(C(F)(F)F)=O.